This data is from Peptide-MHC class I binding affinity with 185,985 pairs from IEDB/IMGT. The task is: Regression. Given a peptide amino acid sequence and an MHC pseudo amino acid sequence, predict their binding affinity value. This is MHC class I binding data. The peptide sequence is RTMPNESRVK. The MHC is HLA-A33:01 with pseudo-sequence HLA-A33:01. The binding affinity (normalized) is 0.